From a dataset of CYP2C9 inhibition data for predicting drug metabolism from PubChem BioAssay. Regression/Classification. Given a drug SMILES string, predict its absorption, distribution, metabolism, or excretion properties. Task type varies by dataset: regression for continuous measurements (e.g., permeability, clearance, half-life) or binary classification for categorical outcomes (e.g., BBB penetration, CYP inhibition). Dataset: cyp2c9_veith. (1) The compound is CCCCOC(=S)NC(=O)c1sc2ccccc2c1Cl. The result is 1 (inhibitor). (2) The compound is CCOC(=O)N/N=C/c1ccccc1F. The result is 0 (non-inhibitor). (3) The molecule is O[C@H](COc1ccccc1)CN1CCCCC1. The result is 0 (non-inhibitor). (4) The molecule is CCN(CC)CCn1c(=S)[nH]c2cc3c(cc2c1=O)OCO3. The result is 0 (non-inhibitor). (5) The drug is O=C1c2c(O)cc(O)cc2O[C@@H](c2ccc(O)c(O)c2)[C@H]1O. The result is 0 (non-inhibitor). (6) The drug is Cc1ccc(/C=N/n2c(-c3cccs3)n[nH]c2=S)cc1. The result is 1 (inhibitor). (7) The compound is CCc1ccccc1NC(=O)CSc1nc(-c2ccccc2)nn1C(=O)c1cccc([N+](=O)[O-])c1. The result is 1 (inhibitor). (8) The molecule is Cn1ncc(Cl)c1C(=O)Nc1cccnc1. The result is 0 (non-inhibitor). (9) The drug is N#CCSc1nc2cc(C(=O)N3CCCC3)ccc2c(=O)n1Cc1ccccc1. The result is 1 (inhibitor).